From a dataset of Reaction yield outcomes from USPTO patents with 853,638 reactions. Predict the reaction yield, written as a fraction of the theoretical maximum amount of product (1.0 means a 100% yield; for example, 0.34 means a 34% yield). The reactants are Br[C:2]1[CH:3]=[CH:4][C:5]2[N:6]([C:34]3[CH:39]=[CH:38][CH:37]=[CH:36][CH:35]=3)[C:7]3[C:12]([C:13]=2[CH:14]=1)=[CH:11][C:10]([Si:15]([C:28]1[CH:33]=[CH:32][CH:31]=[CH:30][CH:29]=1)([C:22]1[CH:27]=[CH:26][CH:25]=[CH:24][CH:23]=1)[C:16]1[CH:21]=[CH:20][CH:19]=[CH:18][CH:17]=1)=[CH:9][CH:8]=3.C([Li])CCC.Cl[P:46]([C:53]1[CH:58]=[CH:57][CH:56]=[CH:55][CH:54]=1)[C:47]1[CH:52]=[CH:51][CH:50]=[CH:49][CH:48]=1.CC[OH:61]. The catalyst is C1COCC1. The product is [C:47]1([P:46]([C:53]2[CH:58]=[CH:57][CH:56]=[CH:55][CH:54]=2)([C:2]2[CH:3]=[CH:4][C:5]3[N:6]([C:34]4[CH:39]=[CH:38][CH:37]=[CH:36][CH:35]=4)[C:7]4[C:12]([C:13]=3[CH:14]=2)=[CH:11][C:10]([Si:15]([C:28]2[CH:33]=[CH:32][CH:31]=[CH:30][CH:29]=2)([C:22]2[CH:27]=[CH:26][CH:25]=[CH:24][CH:23]=2)[C:16]2[CH:21]=[CH:20][CH:19]=[CH:18][CH:17]=2)=[CH:9][CH:8]=4)=[O:61])[CH:52]=[CH:51][CH:50]=[CH:49][CH:48]=1. The yield is 0.820.